From a dataset of Full USPTO retrosynthesis dataset with 1.9M reactions from patents (1976-2016). Predict the reactants needed to synthesize the given product. (1) The reactants are: [F:1][C:2]1[CH:7]=[CH:6][C:5]([O:8][C:9](=[O:24])[N:10]([C@H:12]2[C@H:16]([C:17]3[CH:22]=[CH:21][C:20]([Cl:23])=[CH:19][CH:18]=3)[CH2:15][NH:14][CH2:13]2)[CH3:11])=[CH:4][CH:3]=1.[CH3:25][O:26][CH:27]1[CH2:30][CH:29]([C:31](O)=[O:32])[CH2:28]1. Given the product [F:1][C:2]1[CH:7]=[CH:6][C:5]([O:8][C:9](=[O:24])[N:10]([C@H:12]2[C@H:16]([C:17]3[CH:22]=[CH:21][C:20]([Cl:23])=[CH:19][CH:18]=3)[CH2:15][N:14]([C:31]([CH:29]3[CH2:30][CH:27]([O:26][CH3:25])[CH2:28]3)=[O:32])[CH2:13]2)[CH3:11])=[CH:4][CH:3]=1, predict the reactants needed to synthesize it. (2) The reactants are: [C-:1]#[N:2].[K+].[Br:4][C:5]1[CH:10]=[CH:9][C:8]([CH2:11]Br)=[CH:7][C:6]=1[OH:13]. Given the product [Br:4][C:5]1[CH:10]=[CH:9][C:8]([CH2:11][C:1]#[N:2])=[CH:7][C:6]=1[OH:13], predict the reactants needed to synthesize it. (3) Given the product [CH:35]1([NH:34][C@H:10]2[CH2:9][NH:8][CH2:12][C@@H:11]2[CH2:13][N:14]([CH:31]([CH3:32])[CH3:33])[C:15](=[O:30])[C:16]2[CH:21]=[CH:20][C:19]([O:22][CH3:23])=[C:18]([O:24][CH2:25][CH2:26][CH2:27][O:28][CH3:29])[CH:17]=2)[CH2:38][CH2:37][CH2:36]1, predict the reactants needed to synthesize it. The reactants are: C(OC([N:8]1[CH2:12][C@@H:11]([CH2:13][N:14]([CH:31]([CH3:33])[CH3:32])[C:15](=[O:30])[C:16]2[CH:21]=[CH:20][C:19]([O:22][CH3:23])=[C:18]([O:24][CH2:25][CH2:26][CH2:27][O:28][CH3:29])[CH:17]=2)[C@H:10]([NH2:34])[CH2:9]1)=O)(C)(C)C.[C:35]1(=O)[CH2:38][CH2:37][CH2:36]1.CC#N.O.CC#N. (4) Given the product [CH:14]([Si:4]([CH:1]([CH3:3])[CH3:2])([CH:11]([CH3:13])[CH3:12])[N:5]1[CH2:10][CH2:9][N:8]([CH2:19][CH2:18][C:17]([O:21][CH3:22])=[O:20])[CH2:7][CH2:6]1)([CH3:16])[CH3:15], predict the reactants needed to synthesize it. The reactants are: [CH:1]([Si:4]([CH:14]([CH3:16])[CH3:15])([CH:11]([CH3:13])[CH3:12])[N:5]1[CH2:10][CH2:9][NH:8][CH2:7][CH2:6]1)([CH3:3])[CH3:2].[C:17]([O:21][CH3:22])(=[O:20])[CH:18]=[CH2:19]. (5) The reactants are: [Cl:1][C:2]1[CH:6]=[CH:5][NH:4][C:3]=1[C:7]([O:9][CH3:10])=[O:8].[H-].[Na+].[N+:13](C1C=C([N+]([O-])=O)C=CC=1ON)([O-])=O.Cl. Given the product [ClH:1].[NH2:13][N:4]1[CH:5]=[CH:6][C:2]([Cl:1])=[C:3]1[C:7]([O:9][CH3:10])=[O:8], predict the reactants needed to synthesize it. (6) Given the product [Br:1][C:2]1[CH:7]=[C:6]([NH2:8])[C:5]([CH3:11])=[N:4][C:3]=1[O:12][C@H:13]1[CH2:14][CH2:15][C@@H:16]([CH:19]([CH3:20])[CH3:21])[CH2:17][CH2:18]1, predict the reactants needed to synthesize it. The reactants are: [Br:1][C:2]1[C:3]([O:12][C@H:13]2[CH2:18][CH2:17][C@@H:16]([CH:19]([CH3:21])[CH3:20])[CH2:15][CH2:14]2)=[N:4][C:5]([CH3:11])=[C:6]([N+:8]([O-])=O)[CH:7]=1.[Cl-].[NH4+]. (7) Given the product [NH:37]1[CH2:36][CH:35]([C:34]([N:12]2[CH2:13][CH2:14][C:5]3[C:4]4[C:8](=[CH:9][CH:10]=[C:2]([Cl:1])[CH:3]=4)[NH:7][C:6]=3[C@@H:11]2[CH2:15][CH:16]([CH3:18])[CH3:17])=[O:19])[CH2:39]1, predict the reactants needed to synthesize it. The reactants are: [Cl:1][C:2]1[CH:3]=[C:4]2[C:8](=[CH:9][CH:10]=1)[NH:7][C:6]1[C@H:11]([CH2:15][CH:16]([CH3:18])[CH3:17])[NH:12][CH2:13][CH2:14][C:5]2=1.[OH:19]N1C2C=CC=CC=2N=N1.C(N=C=N[CH2:34][CH2:35][CH2:36][N:37]([CH3:39])C)C.